From a dataset of Reaction yield outcomes from USPTO patents with 853,638 reactions. Predict the reaction yield, written as a fraction of the theoretical maximum amount of product (1.0 means a 100% yield; for example, 0.34 means a 34% yield). The reactants are [CH3:1][N:2]([S:15]([C:18]1[S:19][CH:20]=[CH:21][N:22]=1)(=[O:17])=[O:16])[C:3]1[CH:4]=[CH:5][CH:6]=[C:7]2[C:11]=1[NH:10][C:9]([C:12](O)=[O:13])=[CH:8]2.[N:23]1(O)C2C=CC=CC=2N=N1.Cl.CN(C)CCCN=C=NCC.N. The catalyst is C(OCC)(=O)C.O.CN(C)C=O. The product is [CH3:1][N:2]([S:15]([C:18]1[S:19][CH:20]=[CH:21][N:22]=1)(=[O:17])=[O:16])[C:3]1[CH:4]=[CH:5][CH:6]=[C:7]2[C:11]=1[NH:10][C:9]([C:12]([NH2:23])=[O:13])=[CH:8]2. The yield is 0.790.